From a dataset of NCI-60 drug combinations with 297,098 pairs across 59 cell lines. Regression. Given two drug SMILES strings and cell line genomic features, predict the synergy score measuring deviation from expected non-interaction effect. Drug 1: C1CC(C1)(C(=O)O)C(=O)O.[NH2-].[NH2-].[Pt+2]. Drug 2: CC12CCC3C(C1CCC2OP(=O)(O)O)CCC4=C3C=CC(=C4)OC(=O)N(CCCl)CCCl.[Na+]. Cell line: LOX IMVI. Synergy scores: CSS=7.46, Synergy_ZIP=-5.98, Synergy_Bliss=-9.11, Synergy_Loewe=-23.0, Synergy_HSA=-10.0.